The task is: Regression/Classification. Given a drug SMILES string, predict its absorption, distribution, metabolism, or excretion properties. Task type varies by dataset: regression for continuous measurements (e.g., permeability, clearance, half-life) or binary classification for categorical outcomes (e.g., BBB penetration, CYP inhibition). Dataset: cyp2d6_veith.. This data is from CYP2D6 inhibition data for predicting drug metabolism from PubChem BioAssay. The compound is Cc1ccccc1-c1ccc2ncnc(-n3ccnc3)c2c1. The result is 1 (inhibitor).